This data is from Forward reaction prediction with 1.9M reactions from USPTO patents (1976-2016). The task is: Predict the product of the given reaction. (1) Given the reactants [CH2:1]([O:3][C:4]1[CH:5]=[C:6]([C:10]2[CH:15]=[CH:14][C:13]([CH:16]=O)=[CH:12][CH:11]=2)[CH:7]=[CH:8][CH:9]=1)[CH3:2].[C:18]([OH:23])(=[O:22])[C:19]([CH3:21])=[O:20].[OH-].[K+], predict the reaction product. The product is: [CH2:1]([O:3][C:4]1[CH:5]=[C:6]([C:10]2[CH:11]=[CH:12][C:13]([CH:16]=[CH:21][C:19](=[O:20])[C:18]([OH:23])=[O:22])=[CH:14][CH:15]=2)[CH:7]=[CH:8][CH:9]=1)[CH3:2]. (2) Given the reactants [NH2:1][CH:2]([C:7]1[CH:12]=[C:11]([O:13][CH3:14])[C:10]([O:15][CH3:16])=[C:9]([O:17][CH3:18])[CH:8]=1)[CH2:3][C:4]([OH:6])=[O:5].[C:19]1([CH:27]=O)[C:20]([CH:25]=[O:26])=[CH:21][CH:22]=[CH:23][CH:24]=1.C(O)(=O)C, predict the reaction product. The product is: [O:26]=[C:25]1[C:20]2[C:19](=[CH:24][CH:23]=[CH:22][CH:21]=2)[CH2:27][N:1]1[CH:2]([C:7]1[CH:8]=[C:9]([O:17][CH3:18])[C:10]([O:15][CH3:16])=[C:11]([O:13][CH3:14])[CH:12]=1)[CH2:3][C:4]([OH:6])=[O:5].